This data is from NCI-60 drug combinations with 297,098 pairs across 59 cell lines. The task is: Regression. Given two drug SMILES strings and cell line genomic features, predict the synergy score measuring deviation from expected non-interaction effect. Drug 1: CC12CCC3C(C1CCC2=O)CC(=C)C4=CC(=O)C=CC34C. Drug 2: CC(CN1CC(=O)NC(=O)C1)N2CC(=O)NC(=O)C2. Cell line: NCI-H322M. Synergy scores: CSS=8.86, Synergy_ZIP=-9.37, Synergy_Bliss=-1.70, Synergy_Loewe=-12.1, Synergy_HSA=-1.44.